This data is from Full USPTO retrosynthesis dataset with 1.9M reactions from patents (1976-2016). The task is: Predict the reactants needed to synthesize the given product. Given the product [F:1][C:2]1[CH:7]=[CH:6][C:5]([F:8])=[CH:4][C:3]=1[C@H:9]1[CH2:13][CH2:12][CH2:11][N:10]1[C:14]1[CH:19]=[CH:18][N:17]2[N:20]=[CH:21][C:22]([NH:23][C:30]([C:25]3[N:26]=[CH:27][CH:28]=[CH:29][N:24]=3)=[O:31])=[C:16]2[N:15]=1, predict the reactants needed to synthesize it. The reactants are: [F:1][C:2]1[CH:7]=[CH:6][C:5]([F:8])=[CH:4][C:3]=1[C@H:9]1[CH2:13][CH2:12][CH2:11][N:10]1[C:14]1[CH:19]=[CH:18][N:17]2[N:20]=[CH:21][C:22]([NH2:23])=[C:16]2[N:15]=1.[N:24]1[CH:29]=[CH:28][CH:27]=[N:26][C:25]=1[C:30](O)=[O:31].CN(C(ON1N=NC2C=CC=NC1=2)=[N+](C)C)C.F[P-](F)(F)(F)(F)F.CCN(C(C)C)C(C)C.